This data is from Full USPTO retrosynthesis dataset with 1.9M reactions from patents (1976-2016). The task is: Predict the reactants needed to synthesize the given product. (1) The reactants are: [NH2:1][C:2]1[CH:3]=[CH:4][C:5]([CH3:29])=[C:6]([C:8]2[C:9]3[CH:19]=[CH:18][C:17](=[O:20])[N:16]([C:21]4[C:26]([F:27])=[CH:25][CH:24]=[CH:23][C:22]=4[F:28])[C:10]=3[N:11]=[C:12]([S:14][CH3:15])[N:13]=2)[CH:7]=1.CCN(CC)CC.[S:37]1[CH:41]=[CH:40][CH:39]=[C:38]1[C:42](Cl)=[O:43]. Given the product [F:27][C:26]1[CH:25]=[CH:24][CH:23]=[C:22]([F:28])[C:21]=1[N:16]1[C:10]2[N:11]=[C:12]([S:14][CH3:15])[N:13]=[C:8]([C:6]3[CH:7]=[C:2]([NH:1][C:42]([C:38]4[S:37][CH:41]=[CH:40][CH:39]=4)=[O:43])[CH:3]=[CH:4][C:5]=3[CH3:29])[C:9]=2[CH:19]=[CH:18][C:17]1=[O:20], predict the reactants needed to synthesize it. (2) Given the product [OH:7][CH2:1][CH:2]1[CH2:3][CH2:4][O:5][CH:8]([C:9]2[CH:14]=[CH:13][CH:12]=[CH:11][CH:10]=2)[O:6]1, predict the reactants needed to synthesize it. The reactants are: [CH2:1]([OH:7])[CH:2]([OH:6])[CH2:3][CH2:4][OH:5].[CH:8](=O)[C:9]1[CH:14]=[CH:13][CH:12]=[CH:11][CH:10]=1. (3) Given the product [C:19]([O:23][C:24]([N:26]1[CH2:29][CH:28]([CH:30]([O:17][C:16]2[C:11]3[NH:10][C:9](=[O:18])[NH:8][C:12]=3[CH:13]=[CH:14][CH:15]=2)[CH2:53][C:45]2[CH:46]=[CH:47][CH:48]=[CH:49][CH:50]=2)[CH2:27]1)=[O:25])([CH3:22])([CH3:21])[CH3:20], predict the reactants needed to synthesize it. The reactants are: C([N:8]1[C:12]2[CH:13]=[CH:14][CH:15]=[C:16]([OH:17])[C:11]=2[NH:10][C:9]1=[O:18])C1C=CC=CC=1.[C:19]([O:23][C:24]([N:26]1[CH2:29][CH:28]([CH2:30]O)[CH2:27]1)=[O:25])([CH3:22])([CH3:21])[CH3:20].[C:45]1(P([C:45]2[CH:50]=[CH:49][CH:48]=[CH:47][CH:46]=2)[C:45]2[CH:50]=[CH:49][CH:48]=[CH:47][CH:46]=2)[CH:50]=[CH:49][CH:48]=[CH:47][CH:46]=1.N(C(OC(C)C)=O)=N[C:53](OC(C)C)=O. (4) Given the product [Cl:1][C:2]1[N:10]=[C:9]2[C:5]([N:6]=[CH:7][N:8]2[C:17]2[CH:16]=[CH:15][CH:14]=[C:13]([F:12])[CH:18]=2)=[C:4]([Cl:11])[N:3]=1, predict the reactants needed to synthesize it. The reactants are: [Cl:1][C:2]1[N:10]=[C:9]2[C:5]([NH:6][CH:7]=[N:8]2)=[C:4]([Cl:11])[N:3]=1.[F:12][C:13]1[CH:14]=[C:15](B(O)O)[CH:16]=[CH:17][CH:18]=1.C(N(CC)CC)C. (5) Given the product [CH2:7]([C:10]1([CH2:13][CH2:14][OH:15])[CH2:12][CH2:11]1)[CH:8]=[CH2:9], predict the reactants needed to synthesize it. The reactants are: [H-].[Al+3].[Li+].[H-].[H-].[H-].[CH2:7]([C:10]1([CH2:13][C:14](OCC)=[O:15])[CH2:12][CH2:11]1)[CH:8]=[CH2:9]. (6) Given the product [C:2]([O:6][C:7]([N:9]1[CH2:14][CH2:13][CH2:12][CH:11]([CH:15]=[O:16])[CH:10]1[CH2:18][C:19]1[CH:20]=[CH:21][CH:22]=[CH:23][CH:24]=1)=[O:8])([CH3:5])([CH3:3])[CH3:4], predict the reactants needed to synthesize it. The reactants are: Cl.[C:2]([O:6][C:7]([N:9]1[CH2:14][CH2:13][CH2:12][C:11](=[CH:15][O:16]C)[CH:10]1[CH2:18][C:19]1[CH:24]=[CH:23][CH:22]=[CH:21][CH:20]=1)=[O:8])([CH3:5])([CH3:4])[CH3:3]. (7) Given the product [CH:1]12[CH2:9][CH2:8][CH:5]([CH2:6][CH2:7]1)[CH2:4][N:3]([C:10]([CH2:12][N:13]1[C:19]3[C:20]([CH3:24])=[CH:21][CH:22]=[CH:23][C:18]=3[C:17]([CH2:25][S:49][CH3:48])=[N:16][CH:15]([NH:27][C:28]([NH:30][C:31]3[CH:36]=[CH:35][CH:34]=[C:33]([CH3:37])[CH:32]=3)=[O:29])[C:14]1=[O:38])=[O:11])[CH2:2]2, predict the reactants needed to synthesize it. The reactants are: [CH:1]12[CH2:9][CH2:8][CH:5]([CH2:6][CH2:7]1)[CH2:4][N:3]([C:10]([CH2:12][N:13]1[C:19]3[C:20]([CH3:24])=[CH:21][CH:22]=[CH:23][C:18]=3[C:17]([CH2:25]O)=[N:16][CH:15]([NH:27][C:28]([NH:30][C:31]3[CH:36]=[CH:35][CH:34]=[C:33]([CH3:37])[CH:32]=3)=[O:29])[C:14]1=[O:38])=[O:11])[CH2:2]2.C(N(C(C)C)CC)(C)C.[CH3:48][S:49](Cl)(=O)=O.[Na]. (8) Given the product [CH2:11]([N:13]([CH2:22][CH3:23])[C:14]1[CH:21]=[CH:20][C:17]([CH:18]([NH:10][C:1](=[O:9])[CH2:2][CH2:3][CH2:4][CH2:5][CH2:6][CH2:7][CH3:8])[NH:10][C:1](=[O:9])[CH2:2][CH2:3][CH2:4][CH2:5][CH2:6][CH2:7][CH3:8])=[CH:16][CH:15]=1)[CH3:12], predict the reactants needed to synthesize it. The reactants are: [C:1]([NH2:10])(=[O:9])[CH2:2][CH2:3][CH2:4][CH2:5][CH2:6][CH2:7][CH3:8].[CH2:11]([N:13]([CH2:22][CH3:23])[C:14]1[CH:21]=[CH:20][C:17]([CH:18]=O)=[CH:16][CH:15]=1)[CH3:12]. (9) Given the product [C:1]([CH2:8][N:9]1[CH2:20][CH2:19][NH:18][CH2:17][CH2:16][N:15]([CH2:21][C:22]([O:24][C:25]([CH3:26])([CH3:27])[CH3:28])=[O:23])[CH2:14][CH2:13][N:12]([CH2:29][CH2:30][C:31]2[CH:32]=[CH:33][C:34]([NH2:37])=[CH:35][CH:36]=2)[CH2:11][CH2:10]1)([O:3][C:4]([CH3:5])([CH3:6])[CH3:7])=[O:2], predict the reactants needed to synthesize it. The reactants are: [C:1]([CH2:8][N:9]1[CH2:20][CH2:19][NH:18][CH2:17][CH2:16][N:15]([CH2:21][C:22]([O:24][C:25]([CH3:28])([CH3:27])[CH3:26])=[O:23])[CH2:14][CH2:13][N:12]([CH2:29][CH2:30][C:31]2[CH:36]=[CH:35][C:34]([N+:37]([O-])=O)=[CH:33][CH:32]=2)[CH2:11][CH2:10]1)([O:3][C:4]([CH3:7])([CH3:6])[CH3:5])=[O:2].CCOCC. (10) Given the product [N:25]1[CH:26]=[CH:27][N:28]=[CH:29][C:24]=1[NH:23][C:21]([N:15]1[C@@H:16]2[CH2:20][N:19]([CH2:18][CH2:17]2)[C:13]2[CH:12]=[CH:11][C:10]([C:39]3[CH:44]=[CH:43][N:42]=[C:41]([C:45]([O:47][CH3:48])=[O:46])[CH:40]=3)=[N:30][C:14]1=2)=[O:22], predict the reactants needed to synthesize it. The reactants are: P([O-])([O-])([O-])=O.[K+].[K+].[K+].Cl[C:10]1[CH:11]=[CH:12][C:13]2[N:19]3[CH2:20][C@H:16]([CH2:17][CH2:18]3)[N:15]([C:21]([NH:23][C:24]3[CH:29]=[N:28][CH:27]=[CH:26][N:25]=3)=[O:22])[C:14]=2[N:30]=1.CC1(C)C(C)(C)OB([C:39]2[CH:44]=[CH:43][N:42]=[C:41]([C:45]([O:47][CH3:48])=[O:46])[CH:40]=2)O1.CC(C1C=C(C(C)C)C(C2C=CC=CC=2P(C2CCCCC2)C2CCCCC2)=C(C(C)C)C=1)C.